From a dataset of NCI-60 drug combinations with 297,098 pairs across 59 cell lines. Regression. Given two drug SMILES strings and cell line genomic features, predict the synergy score measuring deviation from expected non-interaction effect. Drug 1: C1CCC(C1)C(CC#N)N2C=C(C=N2)C3=C4C=CNC4=NC=N3. Cell line: SW-620. Drug 2: CC12CCC3C(C1CCC2O)C(CC4=C3C=CC(=C4)O)CCCCCCCCCS(=O)CCCC(C(F)(F)F)(F)F. Synergy scores: CSS=6.99, Synergy_ZIP=-0.660, Synergy_Bliss=0.259, Synergy_Loewe=-1.29, Synergy_HSA=-2.07.